Dataset: HIV replication inhibition screening data with 41,000+ compounds from the AIDS Antiviral Screen. Task: Binary Classification. Given a drug SMILES string, predict its activity (active/inactive) in a high-throughput screening assay against a specified biological target. (1) The molecule is CCOc1cc(C=Nc2ccc(Oc3ccc(Cl)cc3)c(Cl)c2)ccc1O. The result is 0 (inactive). (2) The drug is Cc1c(C(=O)CC(=O)C(=O)Nc2c(C(C)C)cccc2C(C)C)[n+]([O-])c2ccccc2[n+]1[O-]. The result is 0 (inactive). (3) The molecule is Cc1ccc(Nc2nc(NNC(=O)Cc3ccccc3)nc(NNC(=O)c3ccncc3)n2)cc1. The result is 0 (inactive).